This data is from Full USPTO retrosynthesis dataset with 1.9M reactions from patents (1976-2016). The task is: Predict the reactants needed to synthesize the given product. (1) Given the product [C:15]1([CH3:27])[CH:20]=[CH:19][CH:18]=[CH:17][C:16]=1[CH:21]1[CH2:26][CH2:25][N:24]([CH2:1][CH:2]2[C:8](=[O:9])[NH:7][C:6]3[N:10]=[CH:11][CH:12]=[CH:13][C:5]=3[CH2:4][CH2:3]2)[CH2:23][CH2:22]1, predict the reactants needed to synthesize it. The reactants are: [CH2:1]=[C:2]1[C:8](=[O:9])[NH:7][C:6]2[N:10]=[CH:11][CH:12]=[CH:13][C:5]=2[CH2:4][CH2:3]1.Cl.[C:15]1([CH3:27])[CH:20]=[CH:19][CH:18]=[CH:17][C:16]=1[CH:21]1[CH2:26][CH2:25][NH:24][CH2:23][CH2:22]1. (2) Given the product [C:1]1([NH:7][C:8]2[C:12]([C:13]([NH2:14])=[O:36])=[CH:11][NH:10][N:9]=2)[CH:6]=[CH:5][CH:4]=[CH:3][CH:2]=1, predict the reactants needed to synthesize it. The reactants are: [C:1]1([NH:7][C:8]2[C:12]([C:13]#[N:14])=[CH:11][N:10](COCC[Si](C)(C)C)[N:9]=2)[CH:6]=[CH:5][CH:4]=[CH:3][CH:2]=1.C1(NC2N(C[O:36]CC[Si](C)(C)C)N=CC=2C#N)C=CC=CC=1.Cl.C([O-])([O-])=O.[Na+].[Na+]. (3) Given the product [F:1][CH2:2][C:3]1([CH3:6])[CH2:10][O:9][C:8](=[O:17])[NH:7]1, predict the reactants needed to synthesize it. The reactants are: [F:1][CH2:2][C:3]([NH:7][C:8](=[O:17])[O:9][CH2:10]C1C=CC=CC=1)([CH3:6])CO.[H-].[Na+].CC(O)=O. (4) The reactants are: C1C=CC(P(C2C(C3C(P(C4C=CC=CC=4)C4C=CC=CC=4)=CC=C4C=3C=CC=C4)=C3C(C=CC=C3)=CC=2)C2C=CC=CC=2)=CC=1.Cl[C:48]1[N:56]=[C:55]2[C:51]([N:52]=[CH:53][N:54]2[CH:57]2[CH2:62][CH2:61][CH2:60][CH2:59][O:58]2)=[C:50]([NH:63][CH:64]2[CH2:69][CH2:68][CH2:67][CH2:66][CH2:65]2)[N:49]=1.C([O-])([O-])=O.[Cs+].[Cs+].[CH3:76][C:77]1[CH:82]=[C:81]([N:83]2[CH2:88][CH2:87][O:86][CH2:85][CH2:84]2)[CH:80]=[CH:79][C:78]=1[NH2:89]. Given the product [CH:64]1([NH:63][C:50]2[N:49]=[C:48]([NH:89][C:78]3[CH:79]=[CH:80][C:81]([N:83]4[CH2:88][CH2:87][O:86][CH2:85][CH2:84]4)=[CH:82][C:77]=3[CH3:76])[N:56]=[C:55]3[C:51]=2[N:52]=[CH:53][N:54]3[CH:57]2[CH2:62][CH2:61][CH2:60][CH2:59][O:58]2)[CH2:69][CH2:68][CH2:67][CH2:66][CH2:65]1, predict the reactants needed to synthesize it. (5) The reactants are: [BrH:1].[C:2]([C:5]1[CH:10]=[CH:9][CH:8]=[CH:7][N:6]=1)(=[O:4])[CH3:3].[Br-].[Br-].[Br-].[NH+]1C=CC=CC=1.[NH+]1C=CC=CC=1.[NH+]1C=CC=CC=1. Given the product [BrH:1].[Br:1][CH2:3][C:2]([C:5]1[CH:10]=[CH:9][CH:8]=[CH:7][N:6]=1)=[O:4], predict the reactants needed to synthesize it.